This data is from Catalyst prediction with 721,799 reactions and 888 catalyst types from USPTO. The task is: Predict which catalyst facilitates the given reaction. (1) Reactant: ClC1C=C(C=C[C:8]=1[O:9][CH2:10][CH2:11][O:12]C)N.[Cl:14][C:15]1[CH:16]=[C:17]([N+:22]([O-:24])=[O:23])[CH:18]=[CH:19][C:20]=1F. Product: [Cl:14][C:15]1[CH:16]=[C:17]([N+:22]([O-:24])=[O:23])[CH:18]=[CH:19][C:20]=1[O:12][CH2:11][CH2:10][O:9][CH3:8]. The catalyst class is: 141. (2) The catalyst class is: 19. Reactant: [F:1][C:2]1[CH:3]=[C:4]([CH:11]([CH3:16])[C:12]([O:14][CH3:15])=[O:13])[CH:5]=[CH:6][C:7]=1[N+:8]([O-])=O. Product: [NH2:8][C:7]1[CH:6]=[CH:5][C:4]([CH:11]([CH3:16])[C:12]([O:14][CH3:15])=[O:13])=[CH:3][C:2]=1[F:1]. (3) The catalyst class is: 11. Product: [F:1][C:2]1[CH:3]=[CH:4][C:5]([C:8]2[C:20]([CH:21]([F:43])[C:22]3[CH:23]=[CH:24][C:25]([C:28]([F:29])([F:31])[F:30])=[CH:26][CH:27]=3)=[C:19]([CH:33]([CH3:34])[CH3:35])[CH:18]=[C:17]3[C:9]=2[C:10](=[O:36])[CH2:11][C:12]2([O:16]3)[CH2:13][CH2:14][CH2:15]2)=[CH:6][CH:7]=1. Reactant: [F:1][C:2]1[CH:7]=[CH:6][C:5]([C:8]2[C:20]([CH:21](O)[C:22]3[CH:27]=[CH:26][C:25]([C:28]([F:31])([F:30])[F:29])=[CH:24][CH:23]=3)=[C:19]([CH:33]([CH3:35])[CH3:34])[CH:18]=[C:17]3[C:9]=2[C:10](=[O:36])[CH2:11][C:12]2([O:16]3)[CH2:15][CH2:14][CH2:13]2)=[CH:4][CH:3]=1.C(N(S(F)(F)[F:43])CC)C.O. (4) Reactant: [C:1]([C:3]1[C:11]2[C:6](=[CH:7][CH:8]=[CH:9][CH:10]=2)[N:5]([C:12]2[CH:17]=[CH:16][CH:15]=[C:14]([F:18])[CH:13]=2)[C:4]=1[C:19]([OH:21])=O)#[N:2].F[P-](F)(F)(F)(F)F.[N:29]1([O:38][C:39](N(C)C)=[N+](C)C)[C:33]2C=CC=CC=2N=N1.C(N(CC)C(C)C)(C)C.Cl.CNOC. Product: [C:1]([C:3]1[C:11]2[C:6](=[CH:7][CH:8]=[CH:9][CH:10]=2)[N:5]([C:12]2[CH:17]=[CH:16][CH:15]=[C:14]([F:18])[CH:13]=2)[C:4]=1[C:19]([N:29]([O:38][CH3:39])[CH3:33])=[O:21])#[N:2]. The catalyst class is: 9. (5) Reactant: [Cl:1][C:2]1[CH:10]=[CH:9][CH:8]=[C:7]2[C:3]=1[C:4]([C:17]([OH:19])=O)=[CH:5][N:6]2[CH2:11][CH:12]1[CH2:16][CH2:15][CH2:14][O:13]1.[NH2:20][CH2:21][C@@:22]1([OH:29])[CH2:27][CH2:26][CH2:25][C@@H:24]([CH3:28])[CH2:23]1.C1C=CC2N(O)N=NC=2C=1.CCN=C=NCCCN(C)C.C(N(CC)CC)C. Product: [Cl:1][C:2]1[CH:10]=[CH:9][CH:8]=[C:7]2[C:3]=1[C:4]([C:17]([NH:20][CH2:21][C@@:22]1([OH:29])[CH2:27][CH2:26][CH2:25][C@@H:24]([CH3:28])[CH2:23]1)=[O:19])=[CH:5][N:6]2[CH2:11][CH:12]1[CH2:16][CH2:15][CH2:14][O:13]1. The catalyst class is: 10. (6) Reactant: [O:1]1[CH2:6][CH2:5][N:4]([C:7]2[CH:12]=[CH:11][CH:10]=[CH:9][C:8]=2[OH:13])[CH2:3][CH2:2]1.Br[CH2:15][C:16]([O:18][CH2:19][CH3:20])=[O:17].C([O-])([O-])=O.[K+].[K+]. Product: [O:1]1[CH2:2][CH2:3][N:4]([C:7]2[CH:12]=[CH:11][CH:10]=[CH:9][C:8]=2[O:13][CH2:15][C:16]([O:18][CH2:19][CH3:20])=[O:17])[CH2:5][CH2:6]1. The catalyst class is: 23.